This data is from Peptide-MHC class II binding affinity with 134,281 pairs from IEDB. The task is: Regression. Given a peptide amino acid sequence and an MHC pseudo amino acid sequence, predict their binding affinity value. This is MHC class II binding data. (1) The peptide sequence is VIPAGELQVIEKVDA. The MHC is HLA-DQA10501-DQB10201 with pseudo-sequence HLA-DQA10501-DQB10201. The binding affinity (normalized) is 0.374. (2) The peptide sequence is VFLGSAHGIPKVPPG. The MHC is DRB1_0401 with pseudo-sequence DRB1_0401. The binding affinity (normalized) is 0.159. (3) The peptide sequence is SNLLRAIEAQQHLLQLTVWGIKQL. The MHC is DRB3_0101 with pseudo-sequence DRB3_0101. The binding affinity (normalized) is 0.440. (4) The binding affinity (normalized) is 0.660. The peptide sequence is EKKYGAATQFEPLAA. The MHC is HLA-DPA10201-DPB10101 with pseudo-sequence HLA-DPA10201-DPB10101.